This data is from Forward reaction prediction with 1.9M reactions from USPTO patents (1976-2016). The task is: Predict the product of the given reaction. (1) Given the reactants [CH2:1]([O:3][C:4]([C:6]1[N:7]=[C:8]([C@H:11]([OH:24])[CH2:12][C:13](=[N:17][S@:18]([C:20]([CH3:23])([CH3:22])[CH3:21])=[O:19])[CH:14]([CH3:16])[CH3:15])[S:9][CH:10]=1)=[O:5])[CH3:2].[BH4-].[Na+].C1COCC1.CC(O)=O.CCO, predict the reaction product. The product is: [CH2:1]([O:3][C:4]([C:6]1[N:7]=[C:8]([C@H:11]([OH:24])[CH2:12][C@@H:13]([NH:17][S@:18]([C:20]([CH3:21])([CH3:22])[CH3:23])=[O:19])[CH:14]([CH3:15])[CH3:16])[S:9][CH:10]=1)=[O:5])[CH3:2]. (2) Given the reactants [CH3:1][C:2]1([C:18]([O:20][CH2:21][CH3:22])=[O:19])[CH2:7][CH2:6][N:5](C(OCC2C=CC=CC=2)=O)[CH2:4][CH2:3]1.[H][H], predict the reaction product. The product is: [CH3:1][C:2]1([C:18]([O:20][CH2:21][CH3:22])=[O:19])[CH2:7][CH2:6][NH:5][CH2:4][CH2:3]1. (3) The product is: [F:1][C:2]1[CH:29]=[CH:28][CH:27]=[CH:26][C:3]=1[CH2:4][N:5]1[C:9]2[CH2:10][CH2:11][CH2:12][C:8]=2[C:7]([C:13]2[N:14]=[CH:15][C:16]3[C:21]([CH3:23])([CH3:22])[C:20](=[O:24])[NH:19][C:17]=3[N:18]=2)=[N:6]1. Given the reactants [F:1][C:2]1[CH:29]=[CH:28][CH:27]=[CH:26][C:3]=1[CH2:4][N:5]1[C:9]2[CH2:10][CH2:11][CH2:12][C:8]=2[C:7]([C:13]2[N:14]=[C:15](I)[C:16]3[C:21]([CH3:23])([CH3:22])[C:20](=[O:24])[NH:19][C:17]=3[N:18]=2)=[N:6]1, predict the reaction product.